This data is from Catalyst prediction with 721,799 reactions and 888 catalyst types from USPTO. The task is: Predict which catalyst facilitates the given reaction. (1) Reactant: [CH3:1][C@@H:2]1[CH2:6][C:5]2[C:7]([CH:32]3[CH2:37][CH2:36][NH:35][CH2:34][CH2:33]3)=[C:8]([CH3:31])[CH:9]=[C:10]([NH:11][C:12]3[N:17]=[C:16]([NH:18][C:19]4[CH:24]=[CH:23][CH:22]=[CH:21][C:20]=4[S:25]([CH:28]([CH3:30])[CH3:29])(=[O:27])=[O:26])[N:15]=[CH:14][N:13]=3)[C:4]=2[O:3]1.[OH:38][CH2:39][C:40](O)=[O:41].CCN=C=NCCCN(C)C. Product: [OH:41][CH2:40][C:39]([N:35]1[CH2:34][CH2:33][CH:32]([C:7]2[C:5]3[CH2:6][C@@H:2]([CH3:1])[O:3][C:4]=3[C:10]([NH:11][C:12]3[N:17]=[C:16]([NH:18][C:19]4[CH:24]=[CH:23][CH:22]=[CH:21][C:20]=4[S:25]([CH:28]([CH3:29])[CH3:30])(=[O:27])=[O:26])[N:15]=[CH:14][N:13]=3)=[CH:9][C:8]=2[CH3:31])[CH2:37][CH2:36]1)=[O:38]. The catalyst class is: 3. (2) Reactant: C(OC([N:8]1[CH2:34][CH2:33][C:11]2([CH2:14][N:13]([C@H:15]3[C:23]4[C:18](=[CH:19][C:20]([C:24]5[CH:29]=[CH:28][C:27]([C:30](=[O:32])[NH2:31])=[CH:26][CH:25]=5)=[CH:21][CH:22]=4)[CH2:17][CH2:16]3)[CH2:12]2)[CH2:10][CH2:9]1)=O)(C)(C)C.[ClH:35]. Product: [ClH:35].[CH2:14]1[C:11]2([CH2:10][CH2:9][NH:8][CH2:34][CH2:33]2)[CH2:12][N:13]1[C@H:15]1[C:23]2[C:18](=[CH:19][C:20]([C:24]3[CH:25]=[CH:26][C:27]([C:30]([NH2:31])=[O:32])=[CH:28][CH:29]=3)=[CH:21][CH:22]=2)[CH2:17][CH2:16]1. The catalyst class is: 817. (3) Reactant: [Br:1][C:2]1[CH:3]=[C:4]([C:20]2[CH:25]=[CH:24][N:23]=[CH:22][CH:21]=2)[S:5][C:6]=1[C:7]1[N:11]=[CH:10][N:9](COCC[Si](C)(C)C)[N:8]=1.C(Cl)Cl.FC(F)(F)C(O)=O.C([O-])(O)=O.[Na+]. Product: [Br:1][C:2]1[CH:3]=[C:4]([C:20]2[CH:25]=[CH:24][N:23]=[CH:22][CH:21]=2)[S:5][C:6]=1[C:7]1[NH:11][CH:10]=[N:9][N:8]=1. The catalyst class is: 25. (4) Reactant: CC(O)=O.[CH:5]1([C:8]2[NH:36][C:11]3[N:12]=[N:13][C:14]([C:16]#[C:17][CH2:18][CH2:19][C:20]4[S:24][C:23]([NH:25][C:26](=[O:35])[C@@H:27]([OH:34])[C:28]5[CH:33]=[CH:32][CH:31]=[CH:30][CH:29]=5)=[N:22][N:21]=4)=[CH:15][C:10]=3[CH:9]=2)[CH2:7][CH2:6]1.CO. Product: [CH:5]1([C:8]2[NH:36][C:11]3[N:12]=[N:13][C:14]([CH2:16][CH2:17][CH2:18][CH2:19][C:20]4[S:24][C:23]([NH:25][C:26](=[O:35])[C@@H:27]([OH:34])[C:28]5[CH:29]=[CH:30][CH:31]=[CH:32][CH:33]=5)=[N:22][N:21]=4)=[CH:15][C:10]=3[CH:9]=2)[CH2:6][CH2:7]1. The catalyst class is: 707. (5) The catalyst class is: 1. Reactant: [C:1]1([CH:7]2[O:9][CH:8]2[CH2:10][CH2:11][OH:12])[CH:6]=[CH:5][CH:4]=[CH:3][CH:2]=1.[I-].[Mg+2].[I-]. Product: [C:1]1([CH:7]2[CH:11]([OH:12])[CH2:10][CH2:8][O:9]2)[CH:2]=[CH:3][CH:4]=[CH:5][CH:6]=1. (6) Reactant: C([Li])CCC.[F:6][C:7]1[CH:8]=[C:9]([CH2:14][C:15]([O:17][CH3:18])=[O:16])[CH:10]=[C:11]([F:13])[CH:12]=1.[Cl:19][C:20]1[CH:25]=[CH:24][C:23]([CH:26]([C:32]2[CH:37]=[CH:36][C:35]([Cl:38])=[CH:34][CH:33]=2)[N:27]2[CH2:30][C:29](=[O:31])[CH2:28]2)=[CH:22][CH:21]=1. Product: [Cl:19][C:20]1[CH:25]=[CH:24][C:23]([CH:26]([C:32]2[CH:37]=[CH:36][C:35]([Cl:38])=[CH:34][CH:33]=2)[N:27]2[CH2:28][C:29]([CH:14]([C:9]3[CH:8]=[C:7]([F:6])[CH:12]=[C:11]([F:13])[CH:10]=3)[C:15]([O:17][CH3:18])=[O:16])([OH:31])[CH2:30]2)=[CH:22][CH:21]=1. The catalyst class is: 323. (7) Product: [CH3:33][C:32]1[CH:31]=[CH:30][N:29]=[CH:28][C:27]=1[C:9]1[CH:10]=[C:11]2[C:15](=[CH:16][CH:17]=1)[CH2:14][CH:13]([NH:18][S:19]([CH:22]([CH3:23])[CH3:24])(=[O:20])=[O:21])[CH2:12]2. Reactant: CC1(C)C(C)(C)OB([C:9]2[CH:10]=[C:11]3[C:15](=[CH:16][CH:17]=2)[CH2:14][CH:13]([NH:18][S:19]([CH:22]([CH3:24])[CH3:23])(=[O:21])=[O:20])[CH2:12]3)O1.Br[C:27]1[CH:28]=[N:29][CH:30]=[CH:31][C:32]=1[CH3:33].C(=O)([O-])[O-].[Cs+].[Cs+].C1(P(C2C=CC=CC=2)C2C=CC=CC=2)C=CC=CC=1. The catalyst class is: 584.